From a dataset of Catalyst prediction with 721,799 reactions and 888 catalyst types from USPTO. Predict which catalyst facilitates the given reaction. Reactant: Cl.[NH2:2][C:3]1[C:8]([OH:9])=[CH:7][CH:6]=[CH:5][C:4]=1[OH:10].O.C(=O)([O-])O.[Na+].[Cl:17][CH2:18][C:19](Cl)=[O:20]. Product: [Cl:17][CH2:18][C:19]([NH:2][C:3]1[C:8]([OH:9])=[CH:7][CH:6]=[CH:5][C:4]=1[OH:10])=[O:20]. The catalyst class is: 13.